This data is from Experimentally validated miRNA-target interactions with 360,000+ pairs, plus equal number of negative samples. The task is: Binary Classification. Given a miRNA mature sequence and a target amino acid sequence, predict their likelihood of interaction. (1) The miRNA is hsa-miR-767-3p with sequence UCUGCUCAUACCCCAUGGUUUCU. The protein sequence of the target gene is MSKNKDDAPHELESQFILRLPPEYAATVRRAVQSGHVNLKDKLSIELHPDGRHGIVRVDRVPLAAKLVDLPCVTESLKTIDKKTFYKTADISQMLVATVDGDLYPPVEEAAATADPKANKKKDKDKEKKFVWNHGITLPLKNVRKRRFRKTAKKKYIESPDVEKEVKRLLSTDAEAVSTRWEIIAEDETKETENQGLDISSPGMSGHRQGHDSLEHDELREIFNDLSSSSEDEEDVNILDTEEDLERQLQDKLNESDEQHQENEGTNQLVMGIQKQIDNMKGKLQETQDRAKRQEDLIMK.... Result: 0 (no interaction). (2) The miRNA is mmu-miR-190b-5p with sequence UGAUAUGUUUGAUAUUGGGUUG. The protein sequence of the target gene is MKSPRRTTLCLMFIVIYSSKAALNWNYESTIHPLSLHEHEPAGEEALRQKRAVATKSPTAEEYTVNIEISFENASFLDPIKAYLNSLSFPIHGNNTDQITDILSINVTTVCRPAGNEIWCSCETGYGWPRERCLHNLICQERDVFLPGHHCSCLKELPPNGPFCLLQEDVTLNMRVRLNVGFQEDLMNTSSALYRSYKTDLETAFRKGYGILPGFKGVTVTGFKSGSVVVTYEVKTTPPSLELIHKANEQVVQSLNQTYKMDYNSFQAVTINESNFFVTPEIIFEGDTVSLVCEKEVLSS.... Result: 0 (no interaction).